Dataset: Reaction yield outcomes from USPTO patents with 853,638 reactions. Task: Predict the reaction yield, written as a fraction of the theoretical maximum amount of product (1.0 means a 100% yield; for example, 0.34 means a 34% yield). (1) The reactants are C([S:4][CH2:5][CH2:6][CH2:7][CH2:8][CH2:9][CH2:10][CH2:11][CH2:12][C:13](=[C:19]([CH2:25][CH2:26][CH2:27][CH2:28][CH2:29][CH2:30][CH2:31][CH2:32][S:33]C(=O)C)[CH2:20][C:21](OC)=[O:22])[CH2:14][C:15](OC)=[O:16])(=O)C.C1COCC1.CC(C[AlH]CC(C)C)C. The catalyst is C1(C)C=CC=CC=1. The product is [SH:4][CH2:5][CH2:6][CH2:7][CH2:8][CH2:9][CH2:10][CH2:11][CH2:12]/[C:13](=[C:19](\[CH2:25][CH2:26][CH2:27][CH2:28][CH2:29][CH2:30][CH2:31][CH2:32][SH:33])/[CH2:20][CH2:21][OH:22])/[CH2:14][CH2:15][OH:16]. The yield is 0.570. (2) The reactants are [Cl:1][C:2]1[N:7]=[C:6](Cl)[C:5]([Cl:9])=[CH:4][N:3]=1.[CH3:10][NH:11][CH:12]1[CH2:16][CH2:15][C:14]2([CH2:21][CH2:20][CH2:19][N:18]([C:22]([O:24][C:25]([CH3:28])([CH3:27])[CH3:26])=[O:23])[CH2:17]2)[CH2:13]1.CCN(CC)CC. The catalyst is CCO. The product is [Cl:1][C:2]1[N:7]=[C:6]([N:11]([CH3:10])[CH:12]2[CH2:16][CH2:15][C:14]3([CH2:21][CH2:20][CH2:19][N:18]([C:22]([O:24][C:25]([CH3:27])([CH3:26])[CH3:28])=[O:23])[CH2:17]3)[CH2:13]2)[C:5]([Cl:9])=[CH:4][N:3]=1. The yield is 0.754. (3) The reactants are Cl[C:2]1[CH:3]=[C:4]2[C:9](=[C:10]([O:12][CH:13]3[CH2:18][CH2:17][N:16]([C:19]([O:21][C:22]([CH3:25])([CH3:24])[CH3:23])=[O:20])[CH2:15][CH2:14]3)[CH:11]=1)[N:8]=[CH:7][CH:6]=[CH:5]2.CN1C(=O)CCC1.[CH2:33]([Mg]Br)[CH2:34][CH2:35][CH2:36][CH3:37].[Cl-].[NH4+]. The catalyst is C1COCC1.C/C(/O)=C/C(C)=O.C/C(/O)=C/C(C)=O.C/C(/O)=C/C(C)=O.[Fe]. The product is [CH2:33]([C:2]1[CH:3]=[C:4]2[C:9](=[C:10]([O:12][CH:13]3[CH2:14][CH2:15][N:16]([C:19]([O:21][C:22]([CH3:24])([CH3:25])[CH3:23])=[O:20])[CH2:17][CH2:18]3)[CH:11]=1)[N:8]=[CH:7][CH:6]=[CH:5]2)[CH2:34][CH2:35][CH2:36][CH3:37]. The yield is 0.740. (4) The reactants are [CH3:1][O:2][C:3]1[CH:8]=[CH:7][C:6](B(O)O)=[CH:5][CH:4]=1.I[C:13]1[C:21]2[C:16](=[N:17][CH:18]=[N:19][C:20]=2[NH2:22])[N:15]([CH:23]([CH3:25])[CH3:24])[N:14]=1.C([O-])([O-])=O.[Na+].[Na+]. The catalyst is CCO.COCCOC.C1C=CC([P]([Pd]([P](C2C=CC=CC=2)(C2C=CC=CC=2)C2C=CC=CC=2)([P](C2C=CC=CC=2)(C2C=CC=CC=2)C2C=CC=CC=2)[P](C2C=CC=CC=2)(C2C=CC=CC=2)C2C=CC=CC=2)(C2C=CC=CC=2)C2C=CC=CC=2)=CC=1. The product is [CH:23]([N:15]1[C:16]2=[N:17][CH:18]=[N:19][C:20]([NH2:22])=[C:21]2[C:13]([C:6]2[CH:7]=[CH:8][C:3]([O:2][CH3:1])=[CH:4][CH:5]=2)=[N:14]1)([CH3:25])[CH3:24]. The yield is 0.160.